From a dataset of Forward reaction prediction with 1.9M reactions from USPTO patents (1976-2016). Predict the product of the given reaction. (1) Given the reactants [C:1]([O:5][C:6]([NH:8][C@H:9]([C:20]([OH:22])=[O:21])[CH2:10][C:11]1[CH:16]=[CH:15][C:14]([N+:17]([O-:19])=[O:18])=[CH:13][CH:12]=1)=[O:7])([CH3:4])([CH3:3])[CH3:2].[CH:23]1(O)[CH2:27][CH2:26][CH2:25][CH2:24]1.C(Cl)CCl, predict the reaction product. The product is: [C:1]([O:5][C:6]([NH:8][C@H:9]([C:20]([O:22][CH:23]1[CH2:27][CH2:26][CH2:25][CH2:24]1)=[O:21])[CH2:10][C:11]1[CH:12]=[CH:13][C:14]([N+:17]([O-:19])=[O:18])=[CH:15][CH:16]=1)=[O:7])([CH3:4])([CH3:2])[CH3:3]. (2) Given the reactants [Na].C([O:4][C:5]([C:7]1[C:8]([S:22][CH2:23][CH2:24]C(OCC)=O)=[N:9][C:10]2[C:15]([C:16]=1[CH3:17])=[CH:14][CH:13]=[C:12]([C:18]([F:21])([F:20])[F:19])[CH:11]=2)=[O:6])C.ICC, predict the reaction product. The product is: [CH2:23]([S:22][C:8]1[C:7]([C:5]([OH:6])=[O:4])=[C:16]([CH3:17])[C:15]2[C:10](=[CH:11][C:12]([C:18]([F:21])([F:19])[F:20])=[CH:13][CH:14]=2)[N:9]=1)[CH3:24]. (3) Given the reactants C1(C)C=CC=CC=1.[CH3:8][O:9][C:10]1[CH:11]=[C:12]([CH:25]=[CH:26][C:27]=1[C:28]1[CH:33]=[CH:32][CH:31]=[CH:30][N:29]=1)[C:13]([NH:15][C:16]1[CH:21]=[CH:20][CH:19]=[CH:18][C:17]=1[N+:22]([O-:24])=[O:23])=O.P(Cl)(Cl)(Cl)(Cl)Cl.[N-:40]=[N+:41]=[N-:42].[Na+], predict the reaction product. The product is: [CH3:8][O:9][C:10]1[CH:11]=[C:12]([C:13]2[N:15]([C:16]3[CH:21]=[CH:20][CH:19]=[CH:18][C:17]=3[N+:22]([O-:24])=[O:23])[N:42]=[N:41][N:40]=2)[CH:25]=[CH:26][C:27]=1[C:28]1[CH:33]=[CH:32][CH:31]=[CH:30][N:29]=1. (4) The product is: [CH3:1][C:2]1[N:3]=[C:4]([C:8]2[C:9]([CH:15]=[O:18])=[N:10][C:11]([CH3:14])=[CH:12][CH:13]=2)[O:5][C:6]=1[CH3:7]. Given the reactants [CH3:1][C:2]1[N:3]=[C:4]([C:8]2[C:9]([CH:15]=C)=[N:10][C:11]([CH3:14])=[CH:12][CH:13]=2)[O:5][C:6]=1[CH3:7].I([O-])(=O)(=O)=[O:18].[Na+], predict the reaction product.